Regression. Given two drug SMILES strings and cell line genomic features, predict the synergy score measuring deviation from expected non-interaction effect. From a dataset of NCI-60 drug combinations with 297,098 pairs across 59 cell lines. (1) Drug 1: C1=NC2=C(N1)C(=S)N=C(N2)N. Drug 2: C1C(C(OC1N2C=NC(=NC2=O)N)CO)O. Cell line: NCI-H226. Synergy scores: CSS=6.81, Synergy_ZIP=-2.23, Synergy_Bliss=-0.162, Synergy_Loewe=-7.05, Synergy_HSA=-3.26. (2) Drug 1: CC1=C2C(C(=O)C3(C(CC4C(C3C(C(C2(C)C)(CC1OC(=O)C(C(C5=CC=CC=C5)NC(=O)OC(C)(C)C)O)O)OC(=O)C6=CC=CC=C6)(CO4)OC(=O)C)OC)C)OC. Drug 2: CC(CN1CC(=O)NC(=O)C1)N2CC(=O)NC(=O)C2. Cell line: MOLT-4. Synergy scores: CSS=95.0, Synergy_ZIP=9.25, Synergy_Bliss=9.19, Synergy_Loewe=8.67, Synergy_HSA=11.2. (3) Drug 1: C1CN1C2=NC(=NC(=N2)N3CC3)N4CC4. Drug 2: C1C(C(OC1N2C=NC(=NC2=O)N)CO)O. Cell line: UACC62. Synergy scores: CSS=48.8, Synergy_ZIP=1.41, Synergy_Bliss=3.66, Synergy_Loewe=2.42, Synergy_HSA=4.13. (4) Drug 1: CN(C(=O)NC(C=O)C(C(C(CO)O)O)O)N=O. Drug 2: COC1=C2C(=CC3=C1OC=C3)C=CC(=O)O2. Cell line: MALME-3M. Synergy scores: CSS=-2.18, Synergy_ZIP=2.90, Synergy_Bliss=2.12, Synergy_Loewe=-1.44, Synergy_HSA=-1.62.